Dataset: Full USPTO retrosynthesis dataset with 1.9M reactions from patents (1976-2016). Task: Predict the reactants needed to synthesize the given product. Given the product [C:12]1([C@H:15]2[CH2:16][CH2:17][C@H:18]([C:21]([OH:23])=[O:22])[CH2:19][CH2:20]2)[CH:13]=[CH:14][CH:9]=[CH:10][CH:11]=1, predict the reactants needed to synthesize it. The reactants are: C(N(CC)CC)C.Cl[C:9]1[CH:14]=[CH:13][C:12]([CH:15]2[CH2:20][CH2:19][CH:18]([C:21]([OH:23])=[O:22])[CH2:17][CH2:16]2)=[CH:11][CH:10]=1.